From a dataset of Forward reaction prediction with 1.9M reactions from USPTO patents (1976-2016). Predict the product of the given reaction. (1) The product is: [F:1][C:2]1[C:10]2[CH:9]([CH2:11][C:12]([OH:14])=[O:13])[O:8][B:7]([OH:17])[C:6]=2[CH:5]=[C:4]([O:18][CH:19]([CH3:21])[CH3:20])[CH:3]=1. Given the reactants [F:1][C:2]1[C:10]2[CH:9]([CH2:11][C:12]([O:14]CC)=[O:13])[O:8][B:7]([OH:17])[C:6]=2[CH:5]=[C:4]([O:18][CH:19]([CH3:21])[CH3:20])[CH:3]=1.[OH-].[Li+].Cl, predict the reaction product. (2) The product is: [CH3:1][C:2]1[CH:7]=[C:6]([C:8]2[CH:13]=[N:12][CH:11]=[C:10]3[N:14]([CH3:17])[N:15]=[CH:16][C:9]=23)[CH:5]=[CH:4][C:3]=1[NH:18][C:20]([NH:19][C:22]1[CH:27]=[CH:26][CH:25]=[C:24]([C:28]([F:29])([F:30])[F:31])[CH:23]=1)=[O:21]. Given the reactants [CH3:1][C:2]1[CH:7]=[C:6]([C:8]2[CH:13]=[N:12][CH:11]=[C:10]3[N:14]([CH3:17])[N:15]=[CH:16][C:9]=23)[CH:5]=[CH:4][C:3]=1[NH2:18].[N:19]([C:22]1[CH:27]=[CH:26][CH:25]=[C:24]([C:28]([F:31])([F:30])[F:29])[CH:23]=1)=[C:20]=[O:21], predict the reaction product. (3) Given the reactants [NH:1]1[CH2:6][CH2:5][CH2:4][CH2:3][CH2:2]1.Cl[C:8]1[C:9]2[C:16]([C:17]3[CH:22]=[CH:21][CH:20]=[CH:19][CH:18]=3)=[C:15]([C:23]3[CH:28]=[C:27]([O:29][CH3:30])[CH:26]=[C:25]([O:31][CH3:32])[CH:24]=3)[O:14][C:10]=2[N:11]=[CH:12][N:13]=1.O, predict the reaction product. The product is: [CH3:30][O:29][C:27]1[CH:28]=[C:23]([C:15]2[O:14][C:10]3[N:11]=[CH:12][N:13]=[C:8]([N:1]4[CH2:6][CH2:5][CH2:4][CH2:3][CH2:2]4)[C:9]=3[C:16]=2[C:17]2[CH:22]=[CH:21][CH:20]=[CH:19][CH:18]=2)[CH:24]=[C:25]([O:31][CH3:32])[CH:26]=1. (4) Given the reactants [H-].[Na+].[CH3:3][N:4]1[CH2:9][CH2:8][N:7]([C:10]2[CH:15]=[CH:14][C:13]([NH:16][CH:17]=O)=[C:12]([O:19][CH:20]([CH3:22])[CH3:21])[CH:11]=2)[CH2:6][CH2:5]1.[F:23][C:24]1[CH:29]=[CH:28][C:27]([C:30]2[C:34]3[N:35]=C(S(C)(=O)=O)[N:37]=[CH:38][C:33]=3[S:32][C:31]=2[C:43]([NH2:45])=[O:44])=[CH:26][CH:25]=1, predict the reaction product. The product is: [F:23][C:24]1[CH:25]=[CH:26][C:27]([C:30]2[C:34]3[N:35]=[C:17]([NH:16][C:13]4[CH:14]=[CH:15][C:10]([N:7]5[CH2:8][CH2:9][N:4]([CH3:3])[CH2:5][CH2:6]5)=[CH:11][C:12]=4[O:19][CH:20]([CH3:22])[CH3:21])[N:37]=[CH:38][C:33]=3[S:32][C:31]=2[C:43]([NH2:45])=[O:44])=[CH:28][CH:29]=1. (5) Given the reactants [N+:1]([C:4]1[CH:5]=[CH:6][C:7]2[CH2:8][C@@H:9]3[O:13][C:12](=[O:14])[NH:11][C@@H:10]3[C:15]=2[CH:16]=1)([O-])=O, predict the reaction product. The product is: [NH2:1][C:4]1[CH:5]=[CH:6][C:7]2[CH2:8][C@@H:9]3[O:13][C:12](=[O:14])[NH:11][C@@H:10]3[C:15]=2[CH:16]=1. (6) Given the reactants [F:1][C:2]1[CH:7]=[CH:6][C:5]([CH:8]=[CH:9][C:10](O)=O)=[CH:4][CH:3]=1.C(Cl)(=O)C(Cl)=O.S1(CCCC1)(=O)=O.S(N)([NH2:29])(=O)=O.[OH-].[Na+], predict the reaction product. The product is: [F:1][C:2]1[CH:7]=[CH:6][C:5](/[CH:8]=[CH:9]/[C:10]#[N:29])=[CH:4][CH:3]=1. (7) Given the reactants [CH2:1]([N:3]([CH2:11][CH2:12][N:13]1[CH2:18][CH2:17][S:16][C:15]2[CH:19]=[C:20]([NH:23][C:24]([C:26]3[S:27][CH:28]=[CH:29][CH:30]=3)=[NH:25])[CH:21]=[CH:22][C:14]1=2)C(=O)OC(C)(C)C)[CH3:2].Cl.[OH-].[Na+], predict the reaction product. The product is: [CH2:1]([NH:3][CH2:11][CH2:12][N:13]1[CH2:18][CH2:17][S:16][C:15]2[CH:19]=[C:20]([NH:23][C:24]([C:26]3[S:27][CH:28]=[CH:29][CH:30]=3)=[NH:25])[CH:21]=[CH:22][C:14]1=2)[CH3:2].